This data is from Reaction yield outcomes from USPTO patents with 853,638 reactions. The task is: Predict the reaction yield, written as a fraction of the theoretical maximum amount of product (1.0 means a 100% yield; for example, 0.34 means a 34% yield). (1) The reactants are [CH2:1]([NH:3][NH:4][C:5](=[NH:12])[C:6]1[CH:11]=[CH:10][CH:9]=[N:8][CH:7]=1)[CH3:2].C1N=CN([C:18](N2C=NC=C2)=[O:19])C=1. The catalyst is CN(C=O)C. The product is [CH2:1]([N:3]1[C:18]([OH:19])=[N:12][C:5]([C:6]2[CH:7]=[N:8][CH:9]=[CH:10][CH:11]=2)=[N:4]1)[CH3:2]. The yield is 0.350. (2) The reactants are [CH3:1][N:2]1[C:6]([C:7]2[CH:8]=[C:9]([C:12]([OH:14])=O)[S:10][CH:11]=2)=[CH:5][CH:4]=[N:3]1.[NH2:15][C@@H:16]([CH2:29][C:30]1[C:35]([F:36])=[CH:34][CH:33]=[CH:32][C:31]=1[F:37])[CH2:17][N:18]1[C:26](=[O:27])[C:25]2[C:20](=[CH:21][CH:22]=[CH:23][CH:24]=2)[C:19]1=[O:28].C1CN([P+](Br)(N2CCCC2)N2CCCC2)CC1.F[P-](F)(F)(F)(F)F.CCN(C(C)C)C(C)C. The catalyst is C(Cl)(Cl)Cl. The product is [F:37][C:31]1[CH:32]=[CH:33][CH:34]=[C:35]([F:36])[C:30]=1[CH2:29][C@H:16]([NH:15][C:12]([C:9]1[S:10][CH:11]=[C:7]([C:6]2[N:2]([CH3:1])[N:3]=[CH:4][CH:5]=2)[CH:8]=1)=[O:14])[CH2:17][N:18]1[C:26](=[O:27])[C:25]2[C:20](=[CH:21][CH:22]=[CH:23][CH:24]=2)[C:19]1=[O:28]. The yield is 0.300. (3) The catalyst is CO. The product is [CH:38]([N:41]1[C:45]([C:46]2[N:47]=[C:48]3[C:54]4[CH:55]=[CH:56][C:57]([C:59]5[N:60]=[C:61]([CH3:73])[N:62]([CH2:64][CH2:65][OH:66])[CH:63]=5)=[CH:58][C:53]=4[O:52][CH2:51][CH2:50][N:49]3[CH:74]=2)=[N:44][CH:43]=[N:42]1)([CH3:40])[CH3:39].[CH:1]([N:4]1[C:8]([C:9]2[N:10]=[C:11]3[C:17]4[CH:18]=[CH:19][C:20]([C:22]5[N:26]([CH2:27][CH2:28][OH:29])[C:25]([CH3:36])=[N:24][CH:23]=5)=[CH:21][C:16]=4[O:15][CH2:14][CH2:13][N:12]3[CH:37]=2)=[N:7][CH:6]=[N:5]1)([CH3:3])[CH3:2]. The yield is 0.720. The reactants are [CH:1]([N:4]1[C:8]([C:9]2[N:10]=[C:11]3[C:17]4[CH:18]=[CH:19][C:20]([C:22]5[N:26]([CH2:27][CH2:28][O:29]C6CCCCO6)[C:25]([CH3:36])=[N:24][CH:23]=5)=[CH:21][C:16]=4[O:15][CH2:14][CH2:13][N:12]3[CH:37]=2)=[N:7][CH:6]=[N:5]1)([CH3:3])[CH3:2].[CH:38]([N:41]1[C:45]([C:46]2[N:47]=[C:48]3[C:54]4[CH:55]=[CH:56][C:57]([C:59]5[N:60]=[C:61]([CH3:73])[N:62]([CH2:64][CH2:65][O:66]C6CCCCO6)[CH:63]=5)=[CH:58][C:53]=4[O:52][CH2:51][CH2:50][N:49]3[CH:74]=2)=[N:44][CH:43]=[N:42]1)([CH3:40])[CH3:39].Cl. (4) The reactants are [CH3:1][O:2][C:3](=[O:29])[C@@H:4]([NH:13][C:14]1[CH:19]=[CH:18][CH:17]=[CH:16][C:15]=1OC(=O)C1C=CC=CC=1)[CH2:5][C:6]1[CH:11]=[CH:10][C:9]([OH:12])=[CH:8][CH:7]=1.[CH:30]1[C:42]2[CH2:41][C:40]3[C:35](=[CH:36][CH:37]=[CH:38][CH:39]=3)[C:34]=2[CH:33]=[CH:32][C:31]=1/[CH:43]=[CH:44]/[CH2:45]O.[CH2:47](P(CCCC)CCCC)[CH2:48][CH2:49]C.[CH2:60]1[CH2:64][O:63][CH2:62][CH2:61]1. No catalyst specified. The product is [CH3:1][O:2][C:3](=[O:29])[C@@H:4]([NH:13][C:14]1[CH:19]=[CH:18][CH:17]=[CH:16][C:15]=1[C:62](=[O:63])[C:61]1[CH:60]=[CH:64][CH:49]=[CH:48][CH:47]=1)[CH2:5][C:6]1[CH:7]=[CH:8][C:9]([O:12][CH2:45]/[CH:44]=[CH:43]/[C:31]2[CH:32]=[CH:33][C:34]3[C:35]4[C:40](=[CH:39][CH:38]=[CH:37][CH:36]=4)[CH2:41][C:42]=3[CH:30]=2)=[CH:10][CH:11]=1. The yield is 0.570. (5) The reactants are [OH:1]/[CH:2]=[C:3](/[CH2:8][N:9]1[C:17]2[C:12](=[CH:13][CH:14]=[CH:15][CH:16]=2)[CH:11]=[CH:10]1)\[C:4](OC)=O.[NH2:18][C:19]([NH2:21])=[S:20]. The catalyst is CO. The product is [N:9]1([CH2:8][C:3]2[C:2](=[O:1])[NH:18][C:19](=[S:20])[NH:21][CH:4]=2)[C:17]2[C:12](=[CH:13][CH:14]=[CH:15][CH:16]=2)[CH:11]=[CH:10]1. The yield is 0.705. (6) The reactants are [F:1][C:2]1[CH:7]=[CH:6][CH:5]=[CH:4][C:3]=1[C:8]1[CH:13]=[CH:12][CH:11]=[C:10]([O:14][CH3:15])[C:9]=1[O:16][CH3:17].C([Li])CCC.[B:23](OC)([O:26]C)[O:24]C.Cl. The catalyst is C1COCC1.CCCCCC. The product is [F:1][C:2]1[CH:7]=[CH:6][CH:5]=[CH:4][C:3]=1[C:8]1[CH:13]=[CH:12][C:11]([B:23]([OH:26])[OH:24])=[C:10]([O:14][CH3:15])[C:9]=1[O:16][CH3:17]. The yield is 0.650.